This data is from Full USPTO retrosynthesis dataset with 1.9M reactions from patents (1976-2016). The task is: Predict the reactants needed to synthesize the given product. Given the product [F:32][C:31]([F:34])([F:33])[C:29]([OH:35])=[O:30].[Cl:8][C:6]1[CH:5]=[C:4]([NH:9][C:10]2[N:14]=[C:13]([NH:15][CH:16]3[CH2:21][CH2:20][NH:19][CH2:18][CH2:17]3)[NH:12][N:11]=2)[CH:3]=[C:2]([Cl:1])[CH:7]=1, predict the reactants needed to synthesize it. The reactants are: [Cl:1][C:2]1[CH:3]=[C:4]([NH:9][C:10]2[N:14]=[C:13]([NH:15][CH:16]3[CH2:21][CH2:20][N:19](C(OC(C)(C)C)=O)[CH2:18][CH2:17]3)[NH:12][N:11]=2)[CH:5]=[C:6]([Cl:8])[CH:7]=1.[C:29]([OH:35])([C:31]([F:34])([F:33])[F:32])=[O:30].C(Cl)Cl.